Dataset: Full USPTO retrosynthesis dataset with 1.9M reactions from patents (1976-2016). Task: Predict the reactants needed to synthesize the given product. Given the product [Cl:1][C:2]1[CH:3]=[CH:4][C:5]2[N:11]3[C:12]([CH2:15][OH:16])=[CH:13][CH:14]=[C:10]3[C@@H:9]([CH2:17][CH2:18][C:19]([N:33]3[CH2:38][CH2:37][CH:36]([CH2:39][C:40]([O:42][CH2:43][CH3:44])=[O:41])[CH2:35][CH2:34]3)=[O:20])[O:8][C@H:7]([C:22]3[CH:27]=[CH:26][CH:25]=[C:24]([O:28][CH3:29])[C:23]=3[O:30][CH3:31])[C:6]=2[CH:32]=1, predict the reactants needed to synthesize it. The reactants are: [Cl:1][C:2]1[CH:3]=[CH:4][C:5]2[N:11]3[C:12]([CH2:15][OH:16])=[CH:13][CH:14]=[C:10]3[C@@H:9]([CH2:17][CH2:18][C:19](O)=[O:20])[O:8][C@H:7]([C:22]3[CH:27]=[CH:26][CH:25]=[C:24]([O:28][CH3:29])[C:23]=3[O:30][CH3:31])[C:6]=2[CH:32]=1.[NH:33]1[CH2:38][CH2:37][CH:36]([CH2:39][C:40]([O:42][CH2:43][CH3:44])=[O:41])[CH2:35][CH2:34]1.Cl.C(N=C=NCCCN(C)C)C.ON1C2C=CC=CC=2N=N1.